Dataset: Reaction yield outcomes from USPTO patents with 853,638 reactions. Task: Predict the reaction yield, written as a fraction of the theoretical maximum amount of product (1.0 means a 100% yield; for example, 0.34 means a 34% yield). (1) The reactants are [O:1]=[C:2]1[O:6][CH2:5][C@H:4]([NH:7][C:8](=[O:17])[O:9][CH2:10][C:11]2[CH:16]=[CH:15][CH:14]=[CH:13][CH:12]=2)[CH2:3]1.[NH:18]1[CH2:23][CH2:22][O:21][CH2:20][CH2:19]1. The catalyst is O1CCOCC1. The product is [OH:6][CH2:5][C@H:4]([NH:7][C:8](=[O:17])[O:9][CH2:10][C:11]1[CH:16]=[CH:15][CH:14]=[CH:13][CH:12]=1)[CH2:3][C:2]([N:18]1[CH2:23][CH2:22][O:21][CH2:20][CH2:19]1)=[O:1]. The yield is 0.860. (2) The reactants are F[B-](F)(F)F.C[O+](C)C.[F:10][C:11]([F:48])([F:47])[C:12]1[CH:13]=[C:14]([C@H:22]([N:24]([CH3:46])[C:25]([N:27]2[CH2:37][CH2:36][C@:30]3([NH:34][C:33](=O)[CH2:32][CH2:31]3)[CH2:29][C@@H:28]2[C:38]2[CH:43]=[CH:42][C:41]([F:44])=[CH:40][C:39]=2[CH3:45])=[O:26])[CH3:23])[CH:15]=[C:16]([C:18]([F:21])([F:20])[F:19])[CH:17]=1.C([BH3-])#N.[Na+].Cl.C([O-])(O)=O.[Na+]. The catalyst is ClCCl.CO. The product is [F:48][C:11]([F:10])([F:47])[C:12]1[CH:13]=[C:14]([C@H:22]([N:24]([CH3:46])[C:25]([N:27]2[CH2:37][CH2:36][C@:30]3([NH:34][CH2:33][CH2:32][CH2:31]3)[CH2:29][C@@H:28]2[C:38]2[CH:43]=[CH:42][C:41]([F:44])=[CH:40][C:39]=2[CH3:45])=[O:26])[CH3:23])[CH:15]=[C:16]([C:18]([F:21])([F:19])[F:20])[CH:17]=1. The yield is 0.780. (3) The yield is 0.680. The catalyst is CO.[Pd]. The reactants are C([N:8]1[CH2:13][CH2:12][CH:11]([N:14]2[CH2:20][CH2:19][C:18]3[CH:21]=[CH:22][CH:23]=[CH:24][C:17]=3[NH:16][C:15]2=[O:25])[CH2:10][CH2:9]1)C1C=CC=CC=1. The product is [NH:8]1[CH2:9][CH2:10][CH:11]([N:14]2[CH2:20][CH2:19][C:18]3[CH:21]=[CH:22][CH:23]=[CH:24][C:17]=3[NH:16][C:15]2=[O:25])[CH2:12][CH2:13]1.